From a dataset of Peptide-MHC class I binding affinity with 185,985 pairs from IEDB/IMGT. Regression. Given a peptide amino acid sequence and an MHC pseudo amino acid sequence, predict their binding affinity value. This is MHC class I binding data. The peptide sequence is GLAGGAATA. The MHC is HLA-A02:06 with pseudo-sequence HLA-A02:06. The binding affinity (normalized) is 0.529.